From a dataset of Forward reaction prediction with 1.9M reactions from USPTO patents (1976-2016). Predict the product of the given reaction. (1) Given the reactants Cl[C:2]1[C:7]([C:8]([F:11])([F:10])[F:9])=[CH:6][N:5]=[C:4]([NH:12][CH2:13][C:14]2[CH:15]=[N:16][CH:17]=[CH:18][C:19]=2[C:20]([F:23])([F:22])[F:21])[N:3]=1.[NH2:24][C@@H:25]1[CH2:30][C@@H:29]([OH:31])[C@H:28]([CH3:32])[CH2:27][CH2:26]1.CCN(C(C)C)C(C)C, predict the reaction product. The product is: [CH3:32][C@@H:28]1[CH2:27][CH2:26][C@H:25]([NH:24][C:2]2[C:7]([C:8]([F:11])([F:10])[F:9])=[CH:6][N:5]=[C:4]([NH:12][CH2:13][C:14]3[CH:15]=[N:16][CH:17]=[CH:18][C:19]=3[C:20]([F:23])([F:22])[F:21])[N:3]=2)[CH2:30][C@H:29]1[OH:31]. (2) The product is: [OH:2][CH2:1][C:3]1[CH:29]=[C:7]([C:8]([O:10][CH2:11][CH2:12][CH2:13][CH2:14][CH2:15][CH2:16][CH2:17][CH2:18]/[CH:19]=[CH:20]\[CH2:21]/[CH:22]=[CH:23]\[CH2:24][CH2:25][CH2:26][CH2:27][CH3:28])=[O:9])[CH:6]=[C:5]([CH:4]=1)[C:30]([O:32][CH2:33][CH2:34][CH2:35][CH2:36][CH2:37][CH2:38][CH2:39][CH2:40]/[CH:41]=[CH:42]\[CH2:43]/[CH:44]=[CH:45]\[CH2:46][CH2:47][CH2:48][CH2:49][CH3:50])=[O:31]. Given the reactants [CH:1]([C:3]1[CH:4]=[C:5]([C:30]([O:32][CH2:33][CH2:34][CH2:35][CH2:36][CH2:37][CH2:38][CH2:39][CH2:40]/[CH:41]=[CH:42]\[CH2:43]/[CH:44]=[CH:45]\[CH2:46][CH2:47][CH2:48][CH2:49][CH3:50])=[O:31])[CH:6]=[C:7]([CH:29]=1)[C:8]([O:10][CH2:11][CH2:12][CH2:13][CH2:14][CH2:15][CH2:16][CH2:17][CH2:18]/[CH:19]=[CH:20]\[CH2:21]/[CH:22]=[CH:23]\[CH2:24][CH2:25][CH2:26][CH2:27][CH3:28])=[O:9])=[O:2].[BH4-].[Na+], predict the reaction product. (3) Given the reactants [F:1][C:2]1[CH:7]=[CH:6][CH:5]=[CH:4][C:3]=1[NH:8][C:9]1[C:17]2[C:12](=[CH:13][CH:14]=[CH:15][CH:16]=2)[N:11]([C:18]2[N:23]=[C:22]([NH2:24])[C:21]([NH2:25])=[C:20]([NH2:26])[N:19]=2)[N:10]=1.[C:27](O[C:27]([O:29][CH3:30])=[O:28])([O:29][CH3:30])=[O:28], predict the reaction product. The product is: [CH:27]([OH:29])=[O:28].[NH2:26][C:20]1[C:21]([NH:25][C:27](=[O:28])[O:29][CH3:30])=[C:22]([NH2:24])[N:23]=[C:18]([N:11]2[C:12]3[C:17](=[CH:16][CH:15]=[CH:14][CH:13]=3)[C:9]([NH:8][C:3]3[CH:4]=[CH:5][CH:6]=[CH:7][C:2]=3[F:1])=[N:10]2)[N:19]=1. (4) Given the reactants [CH:1]1(/[CH:6]=[CH:7]/[C@H:8]([C@@H:10]2[O:14][C:13](=[O:15])[C@H:12]([O:16][CH3:17])[C@@H:11]2[OH:18])[OH:9])[CH2:5][CH2:4][CH2:3][CH2:2]1.Cl.[NH2:20][C@H:21]1[CH2:27][CH2:26][C:25]2[CH:28]=[CH:29][CH:30]=[CH:31][C:24]=2[N:23]([CH3:32])[C:22]1=[O:33].C(C(CCCC)C([O-])=O)C.[Na+], predict the reaction product. The product is: [CH:1]1(/[CH:6]=[CH:7]/[C@@H:8]([OH:9])[C@H:10]([OH:14])[C@@H:11]([OH:18])[C@@H:12]([O:16][CH3:17])[C:13]([NH:20][C@H:21]2[CH2:27][CH2:26][C:25]3[CH:28]=[CH:29][CH:30]=[CH:31][C:24]=3[N:23]([CH3:32])[C:22]2=[O:33])=[O:15])[CH2:5][CH2:4][CH2:3][CH2:2]1. (5) Given the reactants [CH3:1][CH:2]([CH3:6])[C:3](=[S:5])[NH2:4].Cl[CH:8]([CH:14]=O)[C:9]([O:11][CH2:12][CH3:13])=[O:10], predict the reaction product. The product is: [CH:2]([C:3]1[S:5][C:8]([C:9]([O:11][CH2:12][CH3:13])=[O:10])=[CH:14][N:4]=1)([CH3:6])[CH3:1].